This data is from Reaction yield outcomes from USPTO patents with 853,638 reactions. The task is: Predict the reaction yield, written as a fraction of the theoretical maximum amount of product (1.0 means a 100% yield; for example, 0.34 means a 34% yield). (1) The reactants are C(O[CH:5]1[O:13][CH2:12][CH:11]2[C:6]1([CH3:15])[CH:7]1[CH2:14][CH:10]2[CH2:9][CH2:8]1)(=O)C.[C:16]([OH:21])(=[O:20])[C:17]([CH3:19])=[CH2:18]. The catalyst is C(C1C(O)=C(C(C)(C)C)C=C(C)C=1)C1C(O)=C(C(C)(C)C)C=C(C)C=1. The product is [C:16]([O:21][CH:5]1[O:13][CH2:12][CH:11]2[C:6]1([CH3:15])[CH:7]1[CH2:14][CH:10]2[CH2:9][CH2:8]1)(=[O:20])[C:17]([CH3:19])=[CH2:18]. The yield is 0.910. (2) The reactants are [F:1][C:2]1[CH:7]=[CH:6][CH:5]=[C:4]([F:8])[C:3]=1[N:9]1[C:14]2[N:15]=[C:16](S(C)=O)[N:17]=[C:18]([C:19]3[CH:20]=[C:21]([CH:28]=[CH:29][C:30]=3[CH3:31])[C:22]([NH:24][CH2:25][CH2:26][CH3:27])=[O:23])[C:13]=2[CH2:12][NH:11][C:10]1=[O:35].[CH3:36][CH:37]([NH:39][CH2:40][CH2:41][CH2:42][NH2:43])[CH3:38]. The catalyst is C(Cl)Cl. The product is [F:1][C:2]1[CH:7]=[CH:6][CH:5]=[C:4]([F:8])[C:3]=1[N:9]1[C:14]2[N:15]=[C:16]([NH:43][CH2:42][CH2:41][CH2:40][NH:39][CH:37]([CH3:38])[CH3:36])[N:17]=[C:18]([C:19]3[CH:20]=[C:21]([CH:28]=[CH:29][C:30]=3[CH3:31])[C:22]([NH:24][CH2:25][CH2:26][CH3:27])=[O:23])[C:13]=2[CH2:12][NH:11][C:10]1=[O:35]. The yield is 0.390. (3) The reactants are Cl[C:2]1[C:7]2[C:8](=[O:22])[N:9]([CH2:11][C:12]3[CH:17]=[CH:16][C:15]([O:18][CH3:19])=[CH:14][C:13]=3[O:20][CH3:21])[CH2:10][C:6]=2[C:5]([F:23])=[C:4]([NH:24][C@@H:25]2[CH2:30][CH2:29][CH2:28][CH2:27][C@@H:26]2[NH:31][C:32](=[O:38])[O:33][C:34]([CH3:37])([CH3:36])[CH3:35])[N:3]=1.C(=O)([O-])[O-].[Na+].[Na+].[O:45]1[C:49]2[CH:50]=[CH:51][CH:52]=[CH:53][C:48]=2[C:47](B2OC(C)(C)C(C)(C)O2)=[CH:46]1. The catalyst is COCCOC.Cl[Pd](Cl)([P](C1C=CC=CC=1)(C1C=CC=CC=1)C1C=CC=CC=1)[P](C1C=CC=CC=1)(C1C=CC=CC=1)C1C=CC=CC=1. The product is [O:45]1[C:49]2[CH:50]=[CH:51][CH:52]=[CH:53][C:48]=2[C:47]([C:2]2[C:7]3[C:8](=[O:22])[N:9]([CH2:11][C:12]4[CH:17]=[CH:16][C:15]([O:18][CH3:19])=[CH:14][C:13]=4[O:20][CH3:21])[CH2:10][C:6]=3[C:5]([F:23])=[C:4]([NH:24][C@@H:25]3[CH2:30][CH2:29][CH2:28][CH2:27][C@@H:26]3[NH:31][C:32](=[O:38])[O:33][C:34]([CH3:37])([CH3:36])[CH3:35])[N:3]=2)=[CH:46]1. The yield is 0.480. (4) The reactants are [C:1]([C:5]1[CH:6]=[C:7]([NH2:17])[N:8]([C:10]2[CH:15]=[CH:14][C:13]([F:16])=[CH:12][CH:11]=2)[N:9]=1)([CH3:4])([CH3:3])[CH3:2].[C:18]([N:25]1[CH:29]=NC=N1)(N1C=NC=N1)=[O:19].[CH3:30][NH:31][C:32]([C:34]1[CH:39]=[C:38]([O:40][C:41]2[CH:46]=[CH:45]C(N)=[CH:43][CH:42]=2)[CH:37]=[CH:36][N:35]=1)=[O:33]. The catalyst is ClCCCl. The product is [CH3:30][NH:31][C:32]([C:34]1[CH:39]=[C:38]([O:40][C:41]2[CH:46]=[CH:45][C:29]([NH:25][C:18]([NH:17][C:7]3[N:8]([C:10]4[CH:11]=[CH:12][C:13]([F:16])=[CH:14][CH:15]=4)[N:9]=[C:5]([C:1]([CH3:4])([CH3:2])[CH3:3])[CH:6]=3)=[O:19])=[CH:43][CH:42]=2)[CH:37]=[CH:36][N:35]=1)=[O:33]. The yield is 0.651.